Task: Predict the reactants needed to synthesize the given product.. Dataset: Full USPTO retrosynthesis dataset with 1.9M reactions from patents (1976-2016) (1) Given the product [Cl:9][C:10]1[C:19]([I:20])=[CH:18][C:13]2[N:14]=[C:15]([S:17][CH3:8])[NH:16][C:12]=2[CH:11]=1, predict the reactants needed to synthesize it. The reactants are: C([O-])([O-])=O.[K+].[K+].I[CH3:8].[Cl:9][C:10]1[C:19]([I:20])=[CH:18][C:13]2[NH:14][C:15](=[S:17])[NH:16][C:12]=2[CH:11]=1. (2) Given the product [O:1]1[CH2:6][CH2:5][CH2:4][O:3][CH:2]1[CH2:7][CH2:8][N:9]1[CH2:10][CH2:11][CH:12]([NH:15][CH2:30][C:31]2[CH:36]=[CH:35][C:34]([F:37])=[CH:33][CH:32]=2)[CH2:13][CH2:14]1, predict the reactants needed to synthesize it. The reactants are: [O:1]1[CH2:6][CH2:5][CH2:4][O:3][CH:2]1[CH2:7][CH2:8][N:9]1[CH2:14][CH2:13][CH:12]([N:15]([CH2:30][C:31]2[CH:36]=[CH:35][C:34]([F:37])=[CH:33][CH:32]=2)C(=O)CC2C=CC(OCC(C)C)=CC=2)[CH2:11][CH2:10]1.C(O)[C@@H](O)C. (3) Given the product [S:1]1[CH:5]=[CH:4][C:3]([C:6]2[N:7]=[CH:8][C:9]([CH:10]([OH:11])[CH3:14])=[CH:12][CH:13]=2)=[CH:2]1, predict the reactants needed to synthesize it. The reactants are: [S:1]1[CH:5]=[CH:4][C:3]([C:6]2[CH:13]=[CH:12][C:9]([CH:10]=[O:11])=[CH:8][N:7]=2)=[CH:2]1.[CH3:14][Mg]Br. (4) The reactants are: [CH:1]1([N:6]2[CH2:11][CH2:10][N:9]([C:12]([C:14]3[CH:15]=[C:16]4[C:20](=[CH:21][CH:22]=3)[NH:19][C:18]([C:23]([N:25]3[CH2:30][CH2:29][C:28]([F:32])([F:31])[CH2:27][CH2:26]3)=[O:24])=[CH:17]4)=[O:13])[CH2:8][CH2:7]2)[CH2:5][CH2:4][CH2:3][CH2:2]1.[C:33]([C:35]1[CH:40]=[CH:39][C:38](B(O)O)=[CH:37][CH:36]=1)#[N:34].N1C=CC=CC=1. Given the product [CH:1]1([N:6]2[CH2:7][CH2:8][N:9]([C:12]([C:14]3[CH:15]=[C:16]4[C:20](=[CH:21][CH:22]=3)[N:19]([C:38]3[CH:39]=[CH:40][C:35]([C:33]#[N:34])=[CH:36][CH:37]=3)[C:18]([C:23]([N:25]3[CH2:26][CH2:27][C:28]([F:31])([F:32])[CH2:29][CH2:30]3)=[O:24])=[CH:17]4)=[O:13])[CH2:10][CH2:11]2)[CH2:5][CH2:4][CH2:3][CH2:2]1, predict the reactants needed to synthesize it. (5) Given the product [C:1]1([S:7]([C:10]2[CH:11]=[CH:12][C:13]([CH2:20][CH2:21][CH3:22])=[C:14]([S:16]([NH:23][CH:24]3[CH2:25][CH2:26][N:27]([C:30]([O:32][C:33]([CH3:36])([CH3:35])[CH3:34])=[O:31])[CH2:28][CH2:29]3)(=[O:18])=[O:17])[CH:15]=2)(=[O:9])=[O:8])[CH:6]=[CH:5][CH:4]=[CH:3][CH:2]=1, predict the reactants needed to synthesize it. The reactants are: [C:1]1([S:7]([C:10]2[CH:11]=[CH:12][C:13]([CH2:20][CH2:21][CH3:22])=[C:14]([S:16](Cl)(=[O:18])=[O:17])[CH:15]=2)(=[O:9])=[O:8])[CH:6]=[CH:5][CH:4]=[CH:3][CH:2]=1.[NH2:23][CH:24]1[CH2:29][CH2:28][N:27]([C:30]([O:32][C:33]([CH3:36])([CH3:35])[CH3:34])=[O:31])[CH2:26][CH2:25]1. (6) Given the product [CH2:9]([O:8][C:3]1[CH:4]=[CH:5][CH:6]=[CH:7][C:2]=1[Br:1])[C:10]1[CH:15]=[CH:14][CH:13]=[CH:12][CH:11]=1, predict the reactants needed to synthesize it. The reactants are: [Br:1][C:2]1[CH:7]=[CH:6][CH:5]=[CH:4][C:3]=1[OH:8].[CH2:9](Br)[C:10]1[CH:15]=[CH:14][CH:13]=[CH:12][CH:11]=1.C([O-])([O-])=O.[K+].[K+]. (7) Given the product [I:1][C:2]1[C:10]2[C:9]([O:11][CH3:12])=[N:8][CH:7]=[N:6][C:5]=2[N:4]([Si:21]([CH:28]([CH3:30])[CH3:29])([CH:25]([CH3:27])[CH3:26])[CH:22]([CH3:24])[CH3:23])[CH:3]=1, predict the reactants needed to synthesize it. The reactants are: [I:1][C:2]1[C:10]2[C:9]([O:11][CH3:12])=[N:8][CH:7]=[N:6][C:5]=2[NH:4][CH:3]=1.CN(C)C=O.[H-].[Na+].Cl[Si:21]([CH:28]([CH3:30])[CH3:29])([CH:25]([CH3:27])[CH3:26])[CH:22]([CH3:24])[CH3:23].